This data is from Full USPTO retrosynthesis dataset with 1.9M reactions from patents (1976-2016). The task is: Predict the reactants needed to synthesize the given product. (1) Given the product [CH2:1]([S:3]([N:6]1[CH2:7][CH2:8][CH:9]([C:12]2[C:20]3[C:15](=[C:16]([C:31]([NH2:33])=[O:32])[CH:17]=[C:18]([C:21]4[CH:26]=[CH:25][CH:24]=[C:23]([CH2:27][NH:28][O:29][CH3:30])[CH:22]=4)[CH:19]=3)[NH:14][CH:13]=2)[CH2:10][CH2:11]1)(=[O:5])=[O:4])[CH3:2], predict the reactants needed to synthesize it. The reactants are: [CH2:1]([S:3]([N:6]1[CH2:11][CH2:10][CH:9]([C:12]2[C:20]3[C:15](=[C:16]([C:31]([NH2:33])=[O:32])[CH:17]=[C:18]([C:21]4[CH:26]=[CH:25][CH:24]=[C:23]([CH:27]=[N:28][O:29][CH3:30])[CH:22]=4)[CH:19]=3)[NH:14][CH:13]=2)[CH2:8][CH2:7]1)(=[O:5])=[O:4])[CH3:2].Cl.C([BH3-])#N.[Na+]. (2) Given the product [CH3:27][C:28]1[S:29][C:30]([CH:34]([C:6]2[N:2]([CH3:1])[N:3]=[N:4][CH:5]=2)[OH:35])=[C:31]([CH3:33])[N:32]=1, predict the reactants needed to synthesize it. The reactants are: [CH3:1][N:2]1[CH:6]=[CH:5][N:4]=[N:3]1.ClC1C=CC(C(C2N(C)N=NC=2)O)=CC=1.[Li]CCCC.[CH3:27][C:28]1[S:29][C:30]([CH:34]=[O:35])=[C:31]([CH3:33])[N:32]=1. (3) Given the product [Cl:9][C:10]1[S:11][C:12]([CH2:15][NH:1][C:2]2[C:7]([CH3:8])=[CH:6][CH:5]=[CH:4][N:3]=2)=[CH:13][N:14]=1, predict the reactants needed to synthesize it. The reactants are: [NH2:1][C:2]1[C:7]([CH3:8])=[CH:6][CH:5]=[CH:4][N:3]=1.[Cl:9][C:10]1[S:11][C:12]([CH2:15]Cl)=[CH:13][N:14]=1.C(=O)(O)[O-].[Na+]. (4) Given the product [CH3:1][C:2]1[CH:10]=[CH:9][C:5]([C:6]([N:14]2[CH2:19][CH2:18][CH:17]([C:20]3[CH:29]=[CH:28][C:23]([C:24]([O:26][CH3:27])=[O:25])=[CH:22][CH:21]=3)[CH2:16][CH2:15]2)=[O:7])=[CH:4][C:3]=1[N+:11]([O-:13])=[O:12], predict the reactants needed to synthesize it. The reactants are: [CH3:1][C:2]1[CH:10]=[CH:9][C:5]([C:6](Cl)=[O:7])=[CH:4][C:3]=1[N+:11]([O-:13])=[O:12].[NH:14]1[CH2:19][CH2:18][CH:17]([C:20]2[CH:29]=[CH:28][C:23]([C:24]([O:26][CH3:27])=[O:25])=[CH:22][CH:21]=2)[CH2:16][CH2:15]1.CCN(C(C)C)C(C)C.